Predict the reactants needed to synthesize the given product. From a dataset of Full USPTO retrosynthesis dataset with 1.9M reactions from patents (1976-2016). (1) Given the product [Br:1][C:2]1[C:3]([N:23]2[CH2:27][CH2:26][C@H:25]([NH:28][C:29](=[O:35])[O:30][C:31]([CH3:33])([CH3:32])[CH3:34])[CH2:24]2)=[N:4][CH:5]=[C:6]([C:7](=[O:8])[NH:9][C:10]2[CH:15]=[CH:14][C:13]([O:16][C:17]([F:20])([F:19])[F:18])=[CH:12][CH:11]=2)[CH:21]=1, predict the reactants needed to synthesize it. The reactants are: [Br:1][C:2]1[C:3](Cl)=[N:4][CH:5]=[C:6]([CH:21]=1)[C:7]([NH:9][C:10]1[CH:15]=[CH:14][C:13]([O:16][C:17]([F:20])([F:19])[F:18])=[CH:12][CH:11]=1)=[O:8].[NH:23]1[CH2:27][CH2:26][C@H:25]([NH:28][C:29](=[O:35])[O:30][C:31]([CH3:34])([CH3:33])[CH3:32])[CH2:24]1. (2) Given the product [CH3:32][NH:33][C:21]([C:20]1[N:11]([CH2:10][C:8]2[CH:7]=[CH:6][C:5]3[O:1][CH2:2][O:3][C:4]=3[CH:9]=2)[C:12](=[O:31])[C:13]2[C:18]([C:19]=1[C:24]1[CH:29]=[CH:28][CH:27]=[CH:26][CH:25]=1)=[CH:17][C:16]([Br:30])=[CH:15][CH:14]=2)=[O:23], predict the reactants needed to synthesize it. The reactants are: [O:1]1[C:5]2[CH:6]=[CH:7][C:8]([CH2:10][N:11]3[C:20]([C:21]([OH:23])=O)=[C:19]([C:24]4[CH:29]=[CH:28][CH:27]=[CH:26][CH:25]=4)[C:18]4[C:13](=[CH:14][CH:15]=[C:16]([Br:30])[CH:17]=4)[C:12]3=[O:31])=[CH:9][C:4]=2[O:3][CH2:2]1.[CH3:32][NH2:33].C1COCC1. (3) The reactants are: FC(F)(F)S(O[C:7]1[CH2:12][CH2:11][N:10]([C:13]([O:15][C:16]([CH3:19])([CH3:18])[CH3:17])=[O:14])[CH2:9][CH:8]=1)(=O)=O.[C:22]([O:26][C:27](=[O:46])[NH:28][C:29]1[CH:34]=[CH:33][C:32](B2OC(C)(C)C(C)(C)O2)=[CH:31][C:30]=1[O:44][CH3:45])([CH3:25])([CH3:24])[CH3:23].C([O-])(O)=O.[Na+].C(OCC)(=O)C. Given the product [C:22]([O:26][C:27]([NH:28][C:29]1[CH:34]=[CH:33][C:32]([C:7]2[CH2:12][CH2:11][N:10]([C:13]([O:15][C:16]([CH3:19])([CH3:18])[CH3:17])=[O:14])[CH2:9][CH:8]=2)=[CH:31][C:30]=1[O:44][CH3:45])=[O:46])([CH3:25])([CH3:24])[CH3:23], predict the reactants needed to synthesize it.